The task is: Predict which catalyst facilitates the given reaction.. This data is from Catalyst prediction with 721,799 reactions and 888 catalyst types from USPTO. (1) Reactant: [C:1]([C:5]1[N:9]=[C:8]([N:10]2[CH2:15][CH2:14][CH:13]([CH2:16][CH2:17][CH2:18][O:19]S(C)(=O)=O)[CH2:12][CH2:11]2)[O:7][N:6]=1)([CH3:4])([CH3:3])[CH3:2].C([O:26][C:27](=[O:36])[C:28]1[CH:33]=[CH:32][C:31](O)=[N:30][C:29]=1[CH3:35])C. Product: [C:1]([C:5]1[N:9]=[C:8]([N:10]2[CH2:15][CH2:14][CH:13]([CH2:16][CH2:17][CH2:18][O:19][C:31]3[CH:32]=[CH:33][C:28]([C:27]([OH:36])=[O:26])=[C:29]([CH3:35])[N:30]=3)[CH2:12][CH2:11]2)[O:7][N:6]=1)([CH3:4])([CH3:3])[CH3:2]. The catalyst class is: 131. (2) Reactant: [Cl:1][C:2]1[CH:3]=[C:4]([O:11]C)[C:5]([OH:10])=[C:6]([CH:9]=1)[CH:7]=[O:8].O. Product: [Cl:1][C:2]1[CH:3]=[C:4]([OH:11])[C:5]([OH:10])=[C:6]([CH:9]=1)[CH:7]=[O:8]. The catalyst class is: 201. (3) Reactant: [OH-].[Na+].O1CCCC1.[C:8]([O:12][C:13]([NH:15][C@H:16]1[CH2:21][CH2:20][CH2:19][CH2:18][C@H:17]1[NH:22][C:23]1[C:32]([F:33])=[CH:31][C:26]([C:27]([O:29]C)=[O:28])=[C:25]([Cl:34])[N:24]=1)=[O:14])([CH3:11])([CH3:10])[CH3:9]. Product: [C:8]([O:12][C:13]([NH:15][C@H:16]1[CH2:21][CH2:20][CH2:19][CH2:18][C@H:17]1[NH:22][C:23]1[C:32]([F:33])=[CH:31][C:26]([C:27]([OH:29])=[O:28])=[C:25]([Cl:34])[N:24]=1)=[O:14])([CH3:11])([CH3:9])[CH3:10]. The catalyst class is: 5.